This data is from Full USPTO retrosynthesis dataset with 1.9M reactions from patents (1976-2016). The task is: Predict the reactants needed to synthesize the given product. (1) Given the product [CH3:23][C:24]1[N:25]=[CH:26][C:27]([NH:30][C:18]([C:17]2[CH:16]=[N:15][N:12]3[CH:13]=[CH:14][C:9]([C:4]4[CH:5]=[CH:6][CH:7]=[CH:8][C:3]=4[C:2]([F:21])([F:22])[F:1])=[N:10][C:11]=23)=[O:19])=[N:28][CH:29]=1, predict the reactants needed to synthesize it. The reactants are: [F:1][C:2]([F:22])([F:21])[C:3]1[CH:8]=[CH:7][CH:6]=[CH:5][C:4]=1[C:9]1[CH:14]=[CH:13][N:12]2[N:15]=[CH:16][C:17]([C:18](O)=[O:19])=[C:11]2[N:10]=1.[CH3:23][C:24]1[N:25]=[CH:26][C:27]([NH2:30])=[N:28][CH:29]=1.B(O)(O)O. (2) Given the product [C:1]([N:5]1[C:9]([C:10]2[CH:15]=[CH:14][C:13]([O:16][CH3:17])=[CH:12][CH:11]=2)=[CH:8][C:7]([CH2:18][CH2:19][CH2:20][N:32]2[CH2:31][CH2:30][N:29]([C:26]3[CH:25]=[CH:24][C:23]([Cl:22])=[CH:28][CH:27]=3)[CH2:34][CH2:33]2)=[N:6]1)([CH3:3])([CH3:2])[CH3:4], predict the reactants needed to synthesize it. The reactants are: [C:1]([N:5]1[C:9]([C:10]2[CH:15]=[CH:14][C:13]([O:16][CH3:17])=[CH:12][CH:11]=2)=[CH:8][C:7]([CH2:18][CH2:19][CH:20]=O)=[N:6]1)([CH3:4])([CH3:3])[CH3:2].[Cl:22][C:23]1[CH:28]=[CH:27][C:26]([N:29]2[CH2:34][CH2:33][NH:32][CH2:31][CH2:30]2)=[CH:25][CH:24]=1.CCN(C(C)C)C(C)C. (3) The reactants are: [OH:1][C:2]1[CH:10]=[CH:9][C:8]([N+:11]([O-:13])=[O:12])=[C:7]2[C:3]=1[CH2:4][N:5]([CH3:15])[C:6]2=[O:14].[C:16](=O)([O-])[O-].[K+].[K+].CN(C=O)C.CI. Given the product [CH3:16][O:1][C:2]1[CH:10]=[CH:9][C:8]([N+:11]([O-:13])=[O:12])=[C:7]2[C:3]=1[CH2:4][N:5]([CH3:15])[C:6]2=[O:14], predict the reactants needed to synthesize it. (4) Given the product [NH:24]1[CH2:25][CH2:26][CH2:27][C@H:22]([CH2:21][N:20]2[C:19]3[CH:35]=[CH:36][CH:37]=[CH:38][C:18]=3[N:17]=[C:16]2[CH2:15][N:4]([CH2:1][CH2:2][CH3:3])[C@@H:5]2[C:14]3[N:13]=[CH:12][CH:11]=[CH:10][C:9]=3[CH2:8][CH2:7][CH2:6]2)[CH2:23]1, predict the reactants needed to synthesize it. The reactants are: [CH2:1]([N:4]([CH2:15][C:16]1[N:20]([CH2:21][C@H:22]2[CH2:27][CH2:26][CH2:25][N:24](C(OC(C)(C)C)=O)[CH2:23]2)[C:19]2[CH:35]=[CH:36][CH:37]=[CH:38][C:18]=2[N:17]=1)[C@@H:5]1[C:14]2[N:13]=[CH:12][CH:11]=[CH:10][C:9]=2[CH2:8][CH2:7][CH2:6]1)[CH2:2][CH3:3].CN(CC1N(C[C@H]2CCCNC2)C2C=CC=CC=2N=1)[C@@H]1C2N=CC=CC=2CCC1. (5) Given the product [Br:9][C:4]1[C:5](=[O:8])[NH:6][N:7]=[C:2]([Cl:1])[CH:3]=1, predict the reactants needed to synthesize it. The reactants are: [Cl:1][C:2]1[CH:3]=[CH:4][C:5](=[O:8])[NH:6][N:7]=1.[Br-:9].[K+].C([O-])(=O)C.[K+].BrBr.S([O-])([O-])=O.[Na+].[Na+]. (6) Given the product [C:1]([C:3]1[CH:4]=[C:5]([C:13]2[O:17][N:16]=[C:15]([C:18]3[CH:32]=[CH:31][C:21]4[CH2:22][CH2:23][N:24]([CH2:27][C:28]([NH:63][CH2:62][C@@H:61]([O:60][Si:59]([C:56]([CH3:55])([CH3:58])[CH3:57])([CH3:66])[CH3:65])[CH3:64])=[O:30])[CH2:25][CH2:26][C:20]=4[CH:19]=3)[N:14]=2)[CH:6]=[CH:7][C:8]=1[O:9][CH:10]([CH3:11])[CH3:12])#[N:2], predict the reactants needed to synthesize it. The reactants are: [C:1]([C:3]1[CH:4]=[C:5]([C:13]2[O:17][N:16]=[C:15]([C:18]3[CH:32]=[CH:31][C:21]4[CH2:22][CH2:23][N:24]([CH2:27][C:28]([OH:30])=O)[CH2:25][CH2:26][C:20]=4[CH:19]=3)[N:14]=2)[CH:6]=[CH:7][C:8]=1[O:9][CH:10]([CH3:12])[CH3:11])#[N:2].C(Cl)CCl.C1C=CC2N(O)N=NC=2C=1.C(N1CCOCC1)C.[CH3:55][C:56]([Si:59]([CH3:66])([CH3:65])[O:60][C@@H:61]([CH3:64])[CH2:62][NH2:63])([CH3:58])[CH3:57]. (7) Given the product [C:1]([C:4]1[O:8][C:7]([C:9]2[CH:10]=[C:11]([CH:16]=[CH:17][CH:18]=2)[C:12]([OH:14])=[O:13])=[CH:6][CH:5]=1)(=[O:3])[CH3:2], predict the reactants needed to synthesize it. The reactants are: [C:1]([C:4]1[O:8][C:7]([C:9]2[CH:10]=[C:11]([CH:16]=[CH:17][CH:18]=2)[C:12]([O:14]C)=[O:13])=[CH:6][CH:5]=1)(=[O:3])[CH3:2].[OH-].[Na+].Cl.